Dataset: Reaction yield outcomes from USPTO patents with 853,638 reactions. Task: Predict the reaction yield, written as a fraction of the theoretical maximum amount of product (1.0 means a 100% yield; for example, 0.34 means a 34% yield). (1) The reactants are C(OC(=O)[NH:7][CH:8]([C:16](=[O:50])[NH:17][CH:18]([C:20](=[O:49])[NH:21][CH:22]([CH2:39][C:40]1[CH:45]=[C:44]([F:46])[C:43]([F:47])=[CH:42][C:41]=1[F:48])[CH2:23][C:24](=[O:38])[N:25]1[CH2:30][CH2:29][N:28]2[C:31]([C:34]([F:37])([F:36])[F:35])=[N:32][N:33]=[C:27]2[CH2:26]1)[CH3:19])[CH2:9][C:10]1[CH:15]=[CH:14][CH:13]=[CH:12][CH:11]=1)(C)(C)C.CCOC(C)=O. The catalyst is CCOCC. The product is [NH2:7][CH:8]([CH2:9][C:10]1[CH:11]=[CH:12][CH:13]=[CH:14][CH:15]=1)[C:16]([NH:17][CH:18]([C:20](=[O:49])[NH:21][CH:22]([CH2:39][C:40]1[CH:45]=[C:44]([F:46])[C:43]([F:47])=[CH:42][C:41]=1[F:48])[CH2:23][C:24](=[O:38])[N:25]1[CH2:30][CH2:29][N:28]2[C:31]([C:34]([F:35])([F:37])[F:36])=[N:32][N:33]=[C:27]2[CH2:26]1)[CH3:19])=[O:50]. The yield is 0.978. (2) The reactants are [C:1]([C:6]1[CH:7]=[CH:8][C:9]([O:15][CH3:16])=[C:10]([CH:14]=1)[C:11]([OH:13])=O)(=[O:5])[CH:2]([CH3:4])[CH3:3].[F:17][C:18]([F:31])([F:30])[C:19]1[CH:20]=[C:21]([CH:23]=[C:24]([C:26]([F:29])([F:28])[F:27])[CH:25]=1)[NH2:22]. No catalyst specified. The product is [C:1]([C:6]1[CH:7]=[CH:8][C:9]([O:15][CH3:16])=[C:10]([CH:14]=1)[C:11]([NH:22][C:21]1[CH:23]=[C:24]([C:26]([F:27])([F:28])[F:29])[CH:25]=[C:19]([C:18]([F:17])([F:30])[F:31])[CH:20]=1)=[O:13])(=[O:5])[CH:2]([CH3:3])[CH3:4]. The yield is 0.614. (3) The reactants are [F:1][C:2]1[CH:7]=[C:6]([N+:8]([O-:10])=[O:9])[CH:5]=[CH:4][C:3]=1[N:11]1[CH2:16][CH2:15][CH:14]([C:17]2[O:21][C:20](=[O:22])[NH:19][N:18]=2)[CH2:13][CH2:12]1.[CH2:23](Br)[CH3:24].C([O-])([O-])=O.[K+].[K+]. The catalyst is CN(C=O)C. The product is [CH2:23]([N:19]1[N:18]=[C:17]([CH:14]2[CH2:15][CH2:16][N:11]([C:3]3[CH:4]=[CH:5][C:6]([N+:8]([O-:10])=[O:9])=[CH:7][C:2]=3[F:1])[CH2:12][CH2:13]2)[O:21][C:20]1=[O:22])[CH3:24]. The yield is 0.950. (4) The reactants are [CH3:1][O:2][C:3]1[CH:4]=[C:5]([CH:9]=[CH:10][C:11]=1[N:12]1[CH:16]=[N:15][C:14]([CH3:17])=[N:13]1)[C:6]([OH:8])=O.C(OC(C)(C)C)(=O)[NH:19][NH2:20].P(C#N)(OCC)(OCC)=O.C(N(CC)CC)C.[Cl:44][CH2:45][CH2:46][CH2:47][CH:48]([C:52]1[CH:57]=[CH:56][C:55]([Cl:58])=[C:54]([Cl:59])[CH:53]=1)[C:49](O)=[O:50].CCN=C=NCCCN(C)C.C1C=CC2N(O)N=NC=2C=1.C(N(C(C)C)C(C)C)C. The catalyst is CN(C=O)C.C(OCC)(=O)C. The product is [Cl:44][CH2:45][CH2:46][CH2:47][CH:48]([C:52]1[CH:57]=[CH:56][C:55]([Cl:58])=[C:54]([Cl:59])[CH:53]=1)[C:49]([NH:19][NH:20][C:6](=[O:8])[C:5]1[CH:9]=[CH:10][C:11]([N:12]2[CH:16]=[N:15][C:14]([CH3:17])=[N:13]2)=[C:3]([O:2][CH3:1])[CH:4]=1)=[O:50]. The yield is 0.370. (5) The reactants are [ClH:1].N[C:3]1[CH:4]=[CH:5][C:6]([Cl:10])=[N:7][C:8]=1[CH3:9].N([O-])=O.[Na+].[S:15](=[O:17])=[O:16]. The catalyst is O. The product is [Cl:10][C:6]1[N:7]=[C:8]([CH3:9])[C:3]([S:15]([Cl:1])(=[O:17])=[O:16])=[CH:4][CH:5]=1. The yield is 0.670. (6) The reactants are [NH2:1][C:2]1[N:7]=[CH:6][N:5]=[C:4]([NH:8][C@H:9]([C:11]2[N:16]([C:17]3[CH:22]=[CH:21][CH:20]=[CH:19][CH:18]=3)[C:15](=[O:23])[C:14]3=[C:24]([CH3:27])[CH:25]=[CH:26][N:13]3[N:12]=2)[CH3:10])[C:3]=1Br.[F:29][C:30]1[CH:31]=[C:32](B(O)O)[CH:33]=[C:34]([F:37])[C:35]=1[OH:36].C(=O)([O-])[O-].[Na+].[Na+]. No catalyst specified. The product is [NH2:1][C:2]1[N:7]=[CH:6][N:5]=[C:4]([NH:8][C@H:9]([C:11]2[N:16]([C:17]3[CH:22]=[CH:21][CH:20]=[CH:19][CH:18]=3)[C:15](=[O:23])[C:14]3=[C:24]([CH3:27])[CH:25]=[CH:26][N:13]3[N:12]=2)[CH3:10])[C:3]=1[C:32]1[CH:31]=[C:30]([F:29])[C:35]([OH:36])=[C:34]([F:37])[CH:33]=1. The yield is 0.150. (7) The reactants are [CH2:1]([C:3]1[N:4]=[C:5]2[CH:10]=[CH:9][CH:8]=[C:7]([C:11](O)=[O:12])[N:6]2[CH:14]=1)[CH3:2].[BH4-].[Na+].Cl.[OH-].[Na+]. No catalyst specified. The product is [CH2:1]([C:3]1[N:4]=[C:5]2[CH:10]=[CH:9][CH:8]=[C:7]([CH2:11][OH:12])[N:6]2[CH:14]=1)[CH3:2]. The yield is 0.700.